This data is from Reaction yield outcomes from USPTO patents with 853,638 reactions. The task is: Predict the reaction yield, written as a fraction of the theoretical maximum amount of product (1.0 means a 100% yield; for example, 0.34 means a 34% yield). (1) The reactants are [C:1]([O:5][C:6]([N:8]1[CH2:13][CH2:12][CH2:11][C@@H:10]([C@@:14]([C:22]2[CH:23]=[C:24]([CH:28]=[CH:29][CH:30]=2)[C:25](O)=[O:26])([OH:21])[CH2:15][CH2:16][CH2:17][CH2:18][O:19][CH3:20])[CH2:9]1)=[O:7])([CH3:4])([CH3:3])[CH3:2].C(Cl)(=O)C(Cl)=O.[NH4+:37].[OH-].O. The catalyst is C(Cl)Cl.CN(C=O)C. The product is [C:25]([C:24]1[CH:23]=[C:22]([C@:14]([C@@H:10]2[CH2:11][CH2:12][CH2:13][N:8]([C:6]([O:5][C:1]([CH3:4])([CH3:3])[CH3:2])=[O:7])[CH2:9]2)([OH:21])[CH2:15][CH2:16][CH2:17][CH2:18][O:19][CH3:20])[CH:30]=[CH:29][CH:28]=1)(=[O:26])[NH2:37]. The yield is 0.520. (2) The reactants are Br.[CH2:2]([C:4]1[N:5]=[C:6]([C@@H:9]([NH2:20])[CH2:10][C:11]2[CH:16]=[CH:15][C:14]([N+:17]([O-:19])=[O:18])=[CH:13][CH:12]=2)[S:7][CH:8]=1)[CH3:3].[C:21]([NH:24][C@H:25]([C:33](O)=[O:34])[CH2:26][C:27]1[CH:32]=[CH:31][CH:30]=[CH:29][CH:28]=1)(=[O:23])[CH3:22].ON1C2C=CC=CC=2N=N1.C(N(C(C)C)CC)(C)C.CN(C)CCCN=C=NCC. The catalyst is CN(C=O)C.O. The product is [C:21]([NH:24][C@@H:25]([CH2:26][C:27]1[CH:28]=[CH:29][CH:30]=[CH:31][CH:32]=1)[C:33]([NH:20][C@H:9]([C:6]1[S:7][CH:8]=[C:4]([CH2:2][CH3:3])[N:5]=1)[CH2:10][C:11]1[CH:16]=[CH:15][C:14]([N+:17]([O-:19])=[O:18])=[CH:13][CH:12]=1)=[O:34])(=[O:23])[CH3:22]. The yield is 0.700.